This data is from Catalyst prediction with 721,799 reactions and 888 catalyst types from USPTO. The task is: Predict which catalyst facilitates the given reaction. (1) Reactant: [CH2:1]([O:3][C:4]1[CH:32]=[C:31]([F:33])[C:7]([CH2:8][N:9]2[C:17]3[C:12](=[CH:13][CH:14]=[CH:15][CH:16]=3)[C:11]([C:18]3[N:23]=[C:22]([NH:24][C:25]4[CH:30]=[CH:29][N:28]=[CH:27][CH:26]=4)[CH:21]=[CH:20][N:19]=3)=[N:10]2)=[C:6]([F:34])[CH:5]=1)[CH3:2].C(=O)([O-])[O-].[Cs+].[Cs+].[O:41]1[CH2:45][CH2:44]OS1=O. Product: [CH2:1]([O:3][C:4]1[CH:32]=[C:31]([F:33])[C:7]([CH2:8][N:9]2[C:17]3[C:12](=[CH:13][CH:14]=[CH:15][CH:16]=3)[C:11]([C:18]3[N:23]=[C:22]([N:24]([C:25]4[CH:30]=[CH:29][N:28]=[CH:27][CH:26]=4)[CH2:44][CH2:45][OH:41])[CH:21]=[CH:20][N:19]=3)=[N:10]2)=[C:6]([F:34])[CH:5]=1)[CH3:2]. The catalyst class is: 3. (2) Reactant: [N:1]1([C:6]([O:8][CH2:9][C@H:10]2[CH2:14][C@@H:13]([NH:15][S:16]([C:19]3[CH:24]=[C:23]([Br:25])[CH:22]=[CH:21][C:20]=3[Br:26])(=[O:18])=[O:17])[CH2:12][N:11]2[C:27]([O:29][C:30]([CH3:33])([CH3:32])[CH3:31])=[O:28])=[O:7])[CH:5]=[CH:4]N=[CH:2]1.[CH2:34](NCC)C. Product: [Br:26][C:20]1[CH:21]=[CH:22][C:23]([Br:25])=[CH:24][C:19]=1[S:16]([NH:15][C@H:13]1[CH2:12][N:11]([C:27]([O:29][C:30]([CH3:32])([CH3:31])[CH3:33])=[O:28])[C@@H:10]([CH2:9][O:8][C:6]([N:1]([CH2:5][CH3:4])[CH2:2][CH3:34])=[O:7])[CH2:14]1)(=[O:18])=[O:17]. The catalyst class is: 308.